This data is from Forward reaction prediction with 1.9M reactions from USPTO patents (1976-2016). The task is: Predict the product of the given reaction. (1) The product is: [CH3:1][O:2][C:3]1[CH:4]=[C:5]2[C:20](=[CH:21][CH:22]=1)[C:19](=[O:23])[C:7]1([CH2:8][CH2:9][N:10]([CH:13]3[CH2:17][CH2:16][N:15]([CH2:25][C:26]4[NH:27][C:28](=[O:36])[C:29]5[CH2:35][O:34][CH2:33][CH2:32][C:30]=5[N:31]=4)[C:14]3=[O:18])[CH2:11][CH2:12]1)[CH2:6]2. Given the reactants [CH3:1][O:2][C:3]1[CH:4]=[C:5]2[C:20](=[CH:21][CH:22]=1)[C:19](=[O:23])[C:7]1([CH2:12][CH2:11][N:10]([CH:13]3[CH2:17][CH2:16][NH:15][C:14]3=[O:18])[CH2:9][CH2:8]1)[CH2:6]2.Cl[CH2:25][C:26]1[NH:27][C:28](=[O:36])[C:29]2[CH2:35][O:34][CH2:33][CH2:32][C:30]=2[N:31]=1.[H-].[Na+], predict the reaction product. (2) Given the reactants [CH2:1]([O:3][C:4]([C:6]1[C:7]([CH3:23])=[C:8]([C:16]([O:18][C:19]([CH3:22])([CH3:21])[CH3:20])=[O:17])[NH:9][C:10]=1[CH2:11][CH2:12][C:13](O)=[O:14])=[O:5])[CH3:2].B, predict the reaction product. The product is: [CH2:1]([O:3][C:4]([C:6]1[C:7]([CH3:23])=[C:8]([C:16]([O:18][C:19]([CH3:22])([CH3:21])[CH3:20])=[O:17])[NH:9][C:10]=1[CH2:11][CH2:12][CH2:13][OH:14])=[O:5])[CH3:2].